This data is from NCI-60 drug combinations with 297,098 pairs across 59 cell lines. The task is: Regression. Given two drug SMILES strings and cell line genomic features, predict the synergy score measuring deviation from expected non-interaction effect. (1) Drug 1: C1=CC=C(C(=C1)C(C2=CC=C(C=C2)Cl)C(Cl)Cl)Cl. Drug 2: COC1=C2C(=CC3=C1OC=C3)C=CC(=O)O2. Cell line: HL-60(TB). Synergy scores: CSS=14.6, Synergy_ZIP=-5.88, Synergy_Bliss=-2.10, Synergy_Loewe=-1.77, Synergy_HSA=-1.27. (2) Drug 1: COC1=NC(=NC2=C1N=CN2C3C(C(C(O3)CO)O)O)N. Drug 2: C1=CC=C(C=C1)NC(=O)CCCCCCC(=O)NO. Cell line: SW-620. Synergy scores: CSS=7.50, Synergy_ZIP=-3.19, Synergy_Bliss=-1.81, Synergy_Loewe=-10.4, Synergy_HSA=-3.04. (3) Drug 1: C1=CC=C(C=C1)NC(=O)CCCCCCC(=O)NO. Drug 2: C1C(C(OC1N2C=NC(=NC2=O)N)CO)O. Cell line: SR. Synergy scores: CSS=64.4, Synergy_ZIP=-0.154, Synergy_Bliss=3.87, Synergy_Loewe=-1.17, Synergy_HSA=3.64. (4) Drug 1: CN1C(=O)N2C=NC(=C2N=N1)C(=O)N. Drug 2: C1C(C(OC1N2C=NC(=NC2=O)N)CO)O. Cell line: UACC-257. Synergy scores: CSS=-3.68, Synergy_ZIP=7.88, Synergy_Bliss=0.620, Synergy_Loewe=-1.24, Synergy_HSA=-2.91.